The task is: Predict which catalyst facilitates the given reaction.. This data is from Catalyst prediction with 721,799 reactions and 888 catalyst types from USPTO. Reactant: [OH:1][C:2]1[C:9]([CH3:10])=[CH:8][C:5]([CH:6]=[O:7])=[CH:4][C:3]=1[CH3:11].Br[CH2:13][CH2:14][CH2:15][CH2:16][OH:17].C([O-])([O-])=O.[Cs+].[Cs+].O. Product: [OH:17][CH2:16][CH2:15][CH2:14][CH2:13][O:1][C:2]1[C:3]([CH3:11])=[CH:4][C:5]([CH:6]=[O:7])=[CH:8][C:9]=1[CH3:10]. The catalyst class is: 3.